Task: Regression. Given two drug SMILES strings and cell line genomic features, predict the synergy score measuring deviation from expected non-interaction effect.. Dataset: NCI-60 drug combinations with 297,098 pairs across 59 cell lines (1) Drug 1: CC1C(C(=O)NC(C(=O)N2CCCC2C(=O)N(CC(=O)N(C(C(=O)O1)C(C)C)C)C)C(C)C)NC(=O)C3=C4C(=C(C=C3)C)OC5=C(C(=O)C(=C(C5=N4)C(=O)NC6C(OC(=O)C(N(C(=O)CN(C(=O)C7CCCN7C(=O)C(NC6=O)C(C)C)C)C)C(C)C)C)N)C. Drug 2: CN(C(=O)NC(C=O)C(C(C(CO)O)O)O)N=O. Cell line: UO-31. Synergy scores: CSS=2.13, Synergy_ZIP=-1.39, Synergy_Bliss=-0.806, Synergy_Loewe=-3.27, Synergy_HSA=-1.09. (2) Drug 1: CN1C(=O)N2C=NC(=C2N=N1)C(=O)N. Drug 2: C1C(C(OC1N2C=NC3=C2NC=NCC3O)CO)O. Cell line: HOP-62. Synergy scores: CSS=3.52, Synergy_ZIP=-3.56, Synergy_Bliss=-7.07, Synergy_Loewe=-5.79, Synergy_HSA=-6.91. (3) Drug 2: CC1CCC2CC(C(=CC=CC=CC(CC(C(=O)C(C(C(=CC(C(=O)CC(OC(=O)C3CCCCN3C(=O)C(=O)C1(O2)O)C(C)CC4CCC(C(C4)OC)OCCO)C)C)O)OC)C)C)C)OC. Drug 1: C1=C(C(=O)NC(=O)N1)F. Synergy scores: CSS=43.1, Synergy_ZIP=-3.80, Synergy_Bliss=-4.28, Synergy_Loewe=2.23, Synergy_HSA=3.00. Cell line: HOP-62. (4) Drug 2: CCC1(C2=C(COC1=O)C(=O)N3CC4=CC5=C(C=CC(=C5CN(C)C)O)N=C4C3=C2)O.Cl. Drug 1: CC1=C(C(=CC=C1)Cl)NC(=O)C2=CN=C(S2)NC3=CC(=NC(=N3)C)N4CCN(CC4)CCO. Cell line: A498. Synergy scores: CSS=22.4, Synergy_ZIP=-5.46, Synergy_Bliss=-0.936, Synergy_Loewe=0.679, Synergy_HSA=0.873. (5) Drug 1: CC1=CC2C(CCC3(C2CCC3(C(=O)C)OC(=O)C)C)C4(C1=CC(=O)CC4)C. Drug 2: CCCS(=O)(=O)NC1=C(C(=C(C=C1)F)C(=O)C2=CNC3=C2C=C(C=N3)C4=CC=C(C=C4)Cl)F. Cell line: SK-MEL-28. Synergy scores: CSS=38.0, Synergy_ZIP=6.89, Synergy_Bliss=6.75, Synergy_Loewe=-27.1, Synergy_HSA=3.74. (6) Drug 1: CC1=C(C(CCC1)(C)C)C=CC(=CC=CC(=CC(=O)O)C)C. Drug 2: N.N.Cl[Pt+2]Cl. Cell line: DU-145. Synergy scores: CSS=42.0, Synergy_ZIP=-3.17, Synergy_Bliss=-1.20, Synergy_Loewe=-9.60, Synergy_HSA=0.426. (7) Drug 1: CC1=CC=C(C=C1)C2=CC(=NN2C3=CC=C(C=C3)S(=O)(=O)N)C(F)(F)F. Drug 2: CN(C(=O)NC(C=O)C(C(C(CO)O)O)O)N=O. Cell line: UO-31. Synergy scores: CSS=-3.76, Synergy_ZIP=2.30, Synergy_Bliss=2.63, Synergy_Loewe=-0.584, Synergy_HSA=-0.713.